This data is from Reaction yield outcomes from USPTO patents with 853,638 reactions. The task is: Predict the reaction yield, written as a fraction of the theoretical maximum amount of product (1.0 means a 100% yield; for example, 0.34 means a 34% yield). The reactants are [Cl:1][C:2]1[CH:12]=[C:11]([Cl:13])[CH:10]=[CH:9][C:3]=1[O:4][CH2:5][C:6]([OH:8])=O.Cl.C(N=C=NCCCN(C)C)C.O.ON1C2C=CC=CC=2N=N1.[CH3:37][O:38][C:39]1[CH:40]=[C:41]2[C:46](=[CH:47][C:48]=1[O:49][CH3:50])[N:45]=[CH:44][CH:43]=[C:42]2[O:51][C:52]1[CH:58]=[CH:57][C:55]([NH2:56])=[CH:54][CH:53]=1.C(=O)([O-])O.[Na+]. The catalyst is C(Cl)(Cl)Cl. The product is [CH3:37][O:38][C:39]1[CH:40]=[C:41]2[C:46](=[CH:47][C:48]=1[O:49][CH3:50])[N:45]=[CH:44][CH:43]=[C:42]2[O:51][C:52]1[CH:53]=[CH:54][C:55]([NH:56][C:6](=[O:8])[CH2:5][O:4][C:3]2[CH:9]=[CH:10][C:11]([Cl:13])=[CH:12][C:2]=2[Cl:1])=[CH:57][CH:58]=1. The yield is 0.720.